From a dataset of Forward reaction prediction with 1.9M reactions from USPTO patents (1976-2016). Predict the product of the given reaction. The product is: [CH3:37][O:38][C:2]1[C:11]2[C:6](=[CH:7][CH:8]=[C:9]([S:12][C:13]3[N:17]4[CH:18]=[C:19]([C:22]5[CH:23]=[N:24][N:25]([CH3:27])[CH:26]=5)[CH:20]=[CH:21][C:16]4=[N:15][N:14]=3)[CH:10]=2)[N:5]=[CH:4][C:3]=1[N:28]1[CH2:33][CH2:32][N:31]([C:34](=[O:36])[CH3:35])[CH2:30][CH2:29]1. Given the reactants Cl[C:2]1[C:11]2[C:6](=[CH:7][CH:8]=[C:9]([S:12][C:13]3[N:17]4[CH:18]=[C:19]([C:22]5[CH:23]=[N:24][N:25]([CH3:27])[CH:26]=5)[CH:20]=[CH:21][C:16]4=[N:15][N:14]=3)[CH:10]=2)[N:5]=[CH:4][C:3]=1[N:28]1[CH2:33][CH2:32][N:31]([C:34](=[O:36])[CH3:35])[CH2:30][CH2:29]1.[CH3:37][O-:38].[Na+], predict the reaction product.